Dataset: NCI-60 drug combinations with 297,098 pairs across 59 cell lines. Task: Regression. Given two drug SMILES strings and cell line genomic features, predict the synergy score measuring deviation from expected non-interaction effect. Drug 1: CC1=C2C(C(=O)C3(C(CC4C(C3C(C(C2(C)C)(CC1OC(=O)C(C(C5=CC=CC=C5)NC(=O)C6=CC=CC=C6)O)O)OC(=O)C7=CC=CC=C7)(CO4)OC(=O)C)O)C)OC(=O)C. Drug 2: CC12CCC3C(C1CCC2OP(=O)(O)O)CCC4=C3C=CC(=C4)OC(=O)N(CCCl)CCCl.[Na+]. Cell line: EKVX. Synergy scores: CSS=27.6, Synergy_ZIP=1.87, Synergy_Bliss=5.82, Synergy_Loewe=-5.86, Synergy_HSA=4.06.